Dataset: Reaction yield outcomes from USPTO patents with 853,638 reactions. Task: Predict the reaction yield, written as a fraction of the theoretical maximum amount of product (1.0 means a 100% yield; for example, 0.34 means a 34% yield). (1) The reactants are [NH:1]1[C:5]2[CH:6]=[CH:7][CH:8]=[CH:9][C:4]=2[N:3]=[C:2]1[NH:10][C:11]([C:13]1[C:17]2[N:18]=[C:19](Cl)[N:20]=[CH:21][C:16]=2[S:15][CH:14]=1)=[O:12].[NH2:23][C@@H:24]1[CH2:29][CH2:28][CH2:27][CH2:26][C@@H:25]1[NH2:30]. The catalyst is O1CCOCC1.CCOC(C)=O. The product is [NH:1]1[C:5]2[CH:6]=[CH:7][CH:8]=[CH:9][C:4]=2[N:3]=[C:2]1[NH:10][C:11]([C:13]1[C:17]2[N:18]=[C:19]([NH:23][C@@H:24]3[CH2:29][CH2:28][CH2:27][CH2:26][C@@H:25]3[NH2:30])[N:20]=[CH:21][C:16]=2[S:15][CH:14]=1)=[O:12]. The yield is 0.202. (2) The reactants are [CH:1]1[C:6]([C:7]#[N:8])=[CH:5][C:4](Br)=[N:3][CH:2]=1.[CH3:10][Sn:11]([CH3:17])([CH3:16])[Sn:11]([CH3:17])([CH3:16])[CH3:10]. The catalyst is C1(C)C=CC=CC=1.C1C=CC([P]([Pd]([P](C2C=CC=CC=2)(C2C=CC=CC=2)C2C=CC=CC=2)([P](C2C=CC=CC=2)(C2C=CC=CC=2)C2C=CC=CC=2)[P](C2C=CC=CC=2)(C2C=CC=CC=2)C2C=CC=CC=2)(C2C=CC=CC=2)C2C=CC=CC=2)=CC=1. The product is [CH3:10][Sn:11]([CH3:17])([CH3:16])[C:4]1[CH:5]=[C:6]([CH:1]=[CH:2][N:3]=1)[C:7]#[N:8]. The yield is 0.740. (3) The reactants are [CH3:1][N:2]1[C:10]([CH2:11][N:12]2[CH2:17][CH2:16][CH:15]([C:18]([OH:21])([CH3:20])[CH3:19])[CH2:14][CH2:13]2)=[N:9][C:8]2[C:3]1=[N:4][C:5]([Sn](CCCC)(CCCC)CCCC)=[N:6][C:7]=2[N:22]1[CH2:27][CH2:26][O:25][CH2:24][CH2:23]1.Br[C:42]1[C:43]2[N:44]([CH:48]=[N:49][CH:50]=2)[CH:45]=[CH:46][CH:47]=1. The catalyst is O1CCOCC1.C1C=CC([P]([Pd]([P](C2C=CC=CC=2)(C2C=CC=CC=2)C2C=CC=CC=2)([P](C2C=CC=CC=2)(C2C=CC=CC=2)C2C=CC=CC=2)[P](C2C=CC=CC=2)(C2C=CC=CC=2)C2C=CC=CC=2)(C2C=CC=CC=2)C2C=CC=CC=2)=CC=1.S1C=CC=C1C([O-])=O.[Cu+]. The product is [CH:50]1[N:49]=[CH:48][N:44]2[CH:45]=[CH:46][CH:47]=[C:42]([C:5]3[N:4]=[C:3]4[C:8]([N:9]=[C:10]([CH2:11][N:12]5[CH2:13][CH2:14][CH:15]([C:18]([OH:21])([CH3:20])[CH3:19])[CH2:16][CH2:17]5)[N:2]4[CH3:1])=[C:7]([N:22]4[CH2:27][CH2:26][O:25][CH2:24][CH2:23]4)[N:6]=3)[C:43]=12. The yield is 0.580. (4) The reactants are Br[C:2]1[CH:10]=[CH:9][C:5]([C:6]([OH:8])=[O:7])=[C:4]([O:11][C:12]([F:15])([F:14])[F:13])[CH:3]=1.[CH:16]([B-](F)(F)F)=[CH2:17].[K+].C(=O)([O-])[O-].[K+].[K+]. The catalyst is CS(C)=O.O. The product is [F:13][C:12]([F:15])([F:14])[O:11][C:4]1[CH:3]=[C:2]([CH:16]=[CH2:17])[CH:10]=[CH:9][C:5]=1[C:6]([OH:8])=[O:7]. The yield is 0.470. (5) The reactants are [N:1]12[CH2:7][C:4]([C:8]([C:16]3[CH:21]=[CH:20][CH:19]=[CH:18][CH:17]=3)([C:10]3[CH:15]=[CH:14][CH:13]=[CH:12][CH:11]=3)[OH:9])([CH2:5][CH2:6]1)[CH2:3][CH2:2]2.[F:22][C:23]([O:26][C:27]1[CH:32]=[CH:31][C:30]([CH2:33][Br:34])=[CH:29][CH:28]=1)([F:25])[F:24]. The catalyst is CC#N. The product is [Br-:34].[OH:9][C:8]([C:16]1[CH:21]=[CH:20][CH:19]=[CH:18][CH:17]=1)([C:10]1[CH:15]=[CH:14][CH:13]=[CH:12][CH:11]=1)[C:4]12[CH2:7][N+:1]([CH2:33][C:30]3[CH:31]=[CH:32][C:27]([O:26][C:23]([F:22])([F:24])[F:25])=[CH:28][CH:29]=3)([CH2:6][CH2:5]1)[CH2:2][CH2:3]2. The yield is 0.720. (6) The reactants are Br[CH2:2][C:3]1[CH:4]=[C:5]([C:9]2[CH:13]=[C:12]([CH2:14][CH:15]([CH3:17])[CH3:16])[S:11][C:10]=2[S:18]([NH:21][C:22]([CH3:25])([CH3:24])[CH3:23])(=[O:20])=[O:19])[CH:6]=[CH:7][CH:8]=1.[NH:26]1[CH:30]=[CH:29][N:28]=[CH:27]1. The catalyst is O1CCOCC1. The product is [N:26]1([CH2:2][C:3]2[CH:4]=[C:5]([C:9]3[CH:13]=[C:12]([CH2:14][CH:15]([CH3:17])[CH3:16])[S:11][C:10]=3[S:18]([NH:21][C:22]([CH3:25])([CH3:24])[CH3:23])(=[O:20])=[O:19])[CH:6]=[CH:7][CH:8]=2)[CH:30]=[CH:29][N:28]=[CH:27]1. The yield is 0.680. (7) The reactants are [O:1]1[C:5]2[CH:6]=[CH:7][C:8]([CH:10]=[O:11])=[CH:9][C:4]=2[CH:3]=[CH:2]1.[BH4-].[Na+].[NH4+].[Cl-]. The catalyst is CO.C(OCC)(=O)C. The product is [O:1]1[C:5]2[CH:6]=[CH:7][C:8]([CH2:10][OH:11])=[CH:9][C:4]=2[CH:3]=[CH:2]1. The yield is 1.00. (8) The reactants are [Cl:1][C:2]1[CH:3]=[C:4]([NH:10][C:11]2[N:16]=[CH:15][C:14]([C@@H:17]3[CH2:21][CH2:20][N:19]([C:22](OC(C)(C)C)=O)[CH2:18]3)=[CH:13][CH:12]=2)[C:5](=[O:9])[N:6]([CH3:8])[N:7]=1.C(O)=O.C=O. The catalyst is O. The product is [Cl:1][C:2]1[CH:3]=[C:4]([NH:10][C:11]2[CH:12]=[CH:13][C:14]([C@@H:17]3[CH2:21][CH2:20][N:19]([CH3:22])[CH2:18]3)=[CH:15][N:16]=2)[C:5](=[O:9])[N:6]([CH3:8])[N:7]=1. The yield is 1.00.